Dataset: Reaction yield outcomes from USPTO patents with 853,638 reactions. Task: Predict the reaction yield, written as a fraction of the theoretical maximum amount of product (1.0 means a 100% yield; for example, 0.34 means a 34% yield). (1) The reactants are Br[CH2:2][C:3]1[CH:8]=[CH:7][CH:6]=[CH:5][C:4]=1[C:9]1[CH:14]=[CH:13][CH:12]=[CH:11][CH:10]=1.[N-:15]=[N+:16]=[N-:17].[Na+].[I-].[Na+]. The catalyst is CS(C)=O. The product is [C:4]1([C:9]2[CH:14]=[CH:13][CH:12]=[CH:11][CH:10]=2)[CH:5]=[CH:6][CH:7]=[CH:8][C:3]=1[CH2:2][N:15]=[N+:16]=[N-:17]. The yield is 0.870. (2) The reactants are Cl[C:2]1[C:11]2[C:6](=[CH:7][C:8]([C:12]3[C:13]([CH3:18])=[N:14][O:15][C:16]=3[CH3:17])=[CH:9][CH:10]=2)[N:5]=[CH:4][C:3]=1[C:19]([NH2:21])=[O:20].[NH2:22][C:23]1[CH:24]=[C:25]([NH:29][S:30]([C:33]([F:36])([F:35])[F:34])(=[O:32])=[O:31])[CH:26]=[CH:27][CH:28]=1.[C:37]([OH:40])(=[O:39])C. No catalyst specified. The product is [F:34][C:33]([F:36])([F:35])[C:37]([OH:40])=[O:39].[CH3:18][C:13]1[C:12]([C:8]2[CH:7]=[C:6]3[C:11]([C:2]([NH:22][C:23]4[CH:28]=[CH:27][CH:26]=[C:25]([NH:29][S:30]([C:33]([F:36])([F:34])[F:35])(=[O:32])=[O:31])[CH:24]=4)=[C:3]([C:19]([NH2:21])=[O:20])[CH:4]=[N:5]3)=[CH:10][CH:9]=2)=[C:16]([CH3:17])[O:15][N:14]=1. The yield is 0.234. (3) The reactants are [OH:1][C@@H:2]1[CH2:7][CH2:6][CH2:5][CH2:4][C@H:3]1[NH:8][C:9]1[S:10][C:11]2[CH:17]=[C:16]([CH2:18][N:19]3[C:23]4=[N:24][CH:25]=[C:26]([C:28]([OH:30])=O)[CH:27]=[C:22]4[N:21]=[CH:20]3)[CH:15]=[CH:14][C:12]=2[N:13]=1.C1COCC1.[CH3:36][NH:37][CH3:38].F[P-](F)(F)(F)(F)F.N1(O[P+](N(C)C)(N(C)C)N(C)C)C2C=CC=CC=2N=N1. The catalyst is CN(C=O)C. The product is [OH:1][C@@H:2]1[CH2:7][CH2:6][CH2:5][CH2:4][C@H:3]1[NH:8][C:9]1[S:10][C:11]2[CH:17]=[C:16]([CH2:18][N:19]3[C:23]4=[N:24][CH:25]=[C:26]([C:28]([N:37]([CH3:38])[CH3:36])=[O:30])[CH:27]=[C:22]4[N:21]=[CH:20]3)[CH:15]=[CH:14][C:12]=2[N:13]=1. The yield is 0.480. (4) The reactants are Br[C:2]1[C:11]2[C:6](=[CH:7][CH:8]=[CH:9][CH:10]=2)[CH:5]=[CH:4][C:3]=1[CH:12]=[CH2:13].C([Li])CCC.CN(C)[CH:21]=[O:22].[Cl-].[NH4+]. The catalyst is O1CCCC1. The product is [CH:12]([C:3]1[CH:4]=[CH:5][C:6]2[C:11](=[CH:10][CH:9]=[CH:8][CH:7]=2)[C:2]=1[CH:21]=[O:22])=[CH2:13]. The yield is 0.520.